This data is from HIV replication inhibition screening data with 41,000+ compounds from the AIDS Antiviral Screen. The task is: Binary Classification. Given a drug SMILES string, predict its activity (active/inactive) in a high-throughput screening assay against a specified biological target. (1) The result is 0 (inactive). The compound is COC(=O)c1ccccc1C=C1Cc2cc(C)cc(C)c2C1=O. (2) The compound is COC(=O)Nc1nc2cc(C(=O)C3CC3)ccc2[nH]1. The result is 0 (inactive). (3) The molecule is COC(=O)C(NC1(c2ccccc2)c2ccccc2-c2ccccc21)C(C(=O)OC)N(NC(=O)OCc1ccccc1)C(=O)OCc1ccccc1.COC(=O)C(NC1(c2ccccc2)c2ccccc2-c2ccccc21)C(C(=O)OC)N(NC(=O)OCc1ccccc1)C(=O)OCc1ccccc1. The result is 0 (inactive). (4) The compound is CC1CCC(=Cc2ccc(Cl)cc2)C2=C1C(c1ccc(Cl)cc1)N1C(=O)CSC1=N2. The result is 0 (inactive). (5) The molecule is Cc1[nH]n(-c2nc(O)c(-c3ccccc3)c(O)n2)c(=O)c1CCO. The result is 0 (inactive). (6) The molecule is O=C1c2ccccc2C(=O)N1CC=NNS(=O)(=O)c1ccc(F)cc1. The result is 0 (inactive).